Dataset: Reaction yield outcomes from USPTO patents with 853,638 reactions. Task: Predict the reaction yield, written as a fraction of the theoretical maximum amount of product (1.0 means a 100% yield; for example, 0.34 means a 34% yield). (1) The reactants are [OH-].[Na+:2].[ClH:3].[O:4]=[CH:5][C@@H:6]([C@H:8]([C@@H:10]([C@@H:12]([CH2:14][OH:15])[OH:13])[OH:11])[OH:9])[OH:7]. The catalyst is O. The product is [O:4]=[CH:5][C@@H:6]([C@H:8]([C@@H:10]([C@@H:12]([CH2:14][OH:15])[OH:13])[OH:11])[OH:9])[OH:7].[Cl-:3].[Na+:2]. The yield is 0.100. (2) The reactants are [C:1]([C:3]1[CH:4]=[C:5]([CH:10]([CH3:14])[C:11]([OH:13])=O)[CH:6]=[CH:7][C:8]=1[F:9])#[N:2].CN(C)CCCN=C=NCC.ON1C2C=CC=CC=2N=N1.C(N(CC)CC)C.[CH3:43][CH:44]1[CH2:49][CH2:48][N:47]([C:50]2[C:55]([CH2:56][NH2:57])=[CH:54][CH:53]=[C:52]([C:58]([F:61])([F:60])[F:59])[N:51]=2)[CH2:46][CH2:45]1. The catalyst is O1CCOCC1.O. The product is [C:1]([C:3]1[CH:4]=[C:5]([CH:10]([CH3:14])[C:11]([NH:57][CH2:56][C:55]2[C:50]([N:47]3[CH2:48][CH2:49][CH:44]([CH3:43])[CH2:45][CH2:46]3)=[N:51][C:52]([C:58]([F:61])([F:59])[F:60])=[CH:53][CH:54]=2)=[O:13])[CH:6]=[CH:7][C:8]=1[F:9])#[N:2]. The yield is 0.580. (3) The reactants are Br[C:2]1[C:7]([CH3:8])=[CH:6][C:5]([Br:9])=[CH:4][N:3]=1.NC1C(C)=CC(Br)=CN=1.C(Cl)(=O)C.[I-:23].[Na+].C. The catalyst is BrBr.Br.C(#N)C.CCCCCC. The product is [Br:9][C:5]1[CH:6]=[C:7]([CH3:8])[C:2]([I:23])=[N:3][CH:4]=1. The yield is 0.700. (4) The product is [CH2:1]([O:8][C:9]([C:11]1[C:19]2[C:14](=[CH:15][CH:16]=[C:17]([CH2:20][CH2:21][N:29]([CH:30]3[CH2:35][CH2:34][CH2:33][CH2:32][CH2:31]3)[CH3:28])[CH:18]=2)[NH:13][C:12]=1[CH3:27])=[O:10])[C:2]1[CH:7]=[CH:6][CH:5]=[CH:4][CH:3]=1. The reactants are [CH2:1]([O:8][C:9]([C:11]1[C:19]2[C:14](=[CH:15][CH:16]=[C:17]([CH2:20][CH2:21]OS(C)(=O)=O)[CH:18]=2)[NH:13][C:12]=1[CH3:27])=[O:10])[C:2]1[CH:7]=[CH:6][CH:5]=[CH:4][CH:3]=1.[CH3:28][NH:29][CH:30]1[CH2:35][CH2:34][CH2:33][CH2:32][CH2:31]1. The catalyst is O1CCOCC1. The yield is 0.600.